Dataset: SARS-CoV-2 main protease (3CLPro) crystallographic fragment screen with 879 compounds. Task: Binary Classification. Given a drug SMILES string, predict its activity (active/inactive) in a high-throughput screening assay against a specified biological target. The compound is O=C(c1ccc(Cl)cc1)N1CCSCC1. The result is 0 (inactive).